From a dataset of Experimentally validated miRNA-target interactions with 360,000+ pairs, plus equal number of negative samples. Binary Classification. Given a miRNA mature sequence and a target amino acid sequence, predict their likelihood of interaction. (1) The miRNA is hsa-miR-6745 with sequence UGGGUGGAAGAAGGUCUGGUU. The protein sequence of the target gene is MAELNTHVNVKEKIYAVRSVVPNKSNNEIVLVLQQFDFNVDKAVQAFVDGSAIQVLKEWNMTGKKKNNKRKRSKSKQHQGNKDAKDKVERPEAGPLQPQPPQIQNGPMNGCEKDSSSTDSANEKPALIPREKKISILEEPSKALRGVTEGNRLLQQKLSLDGNPKPIHGTTERSDGLQWSAEQPCNPSKPKAKTSPVKSNTPAAHLEIKPDELAKKRGPNIEKSVKDLQRCTVSLTRYRVMIKEEVDSSVKKIKAAFAELHNCIIDKEVSLMAEMDKVKEEAMEILTARQKKAEELKRLT.... Result: 0 (no interaction). (2) The miRNA is hsa-miR-92a-3p with sequence UAUUGCACUUGUCCCGGCCUGU. The protein sequence of the target gene is MSFVAYEELIKEGDTAILSLGHGAMVAVRVQRGAQTQTRHGVLRHSVDLIGRPFGSKVTCGRGGWVYVLHPTPELWTLNLPHRTQILYSTDIALITMMLELRPGSVVCESGTGSGSVSHAIIRTIAPTGHLHTVEFHQQRAEKAREEFQEHRVGRWVTVRTQDVCRSGFGVSHVADAVFLDIPSPWEAVGHAWDALKVEGGRFCSFSPCIEQVQRTCQALAARGFSELSTLEVLPQVYNVRTVSLPPPDLGTGTDGPAGSDTSPFRSGTPMKEAVGHTGYLTFATKTPG. Result: 1 (interaction). (3) The miRNA is hsa-miR-6738-5p with sequence CGAGGGGUAGAAGAGCACAGGGG. The protein sequence of the target gene is MAEVGEDSGARALLALRSAPCSPVLCAAAAAAAFPAAAPPPAPAQPQPPPGPPPPPPPPLPPGAIAGAGSSGGSSGVSGDSAVAGAAPALVAAAAASVRQSPGPALARLEGREFEFLMRQPSVTIGRNSSQGSVDLSMGLSSFISRRHLQLSFQEPHFYLRCLGKNGVFVDGAFQRRGAPALQLPKQCTFRFPSTAIKIQFTSLYHKEEAPASPLRPLYPQISPLKIHIPEPDLRSMVSPVPSPTGTISVPNSCPASPRGAGSSSYRFVQNVTSDLQLAAEFAAKAASEQQADTSGGDSP.... Result: 1 (interaction). (4) The miRNA is mmu-miR-297c-5p with sequence AUGUAUGUGUGCAUGUACAUGU. The protein sequence of the target gene is MDFSFSFMQGIMGNTIQQPPQLIDSANIRQEDAFDNHSDIVEDGGPTPFEATLQQGFQYPPTTEDLPPLTNGYPPSISLYETQTKYPPYNQYPNGSANGFGAVRNFSPTDYYHSEIPNTRPHEILEKPSPPQPPPPPSVPQTVIPKKTGSPEIKLKITKTIQNGRELFESSLCGDLLNEVQASEHTKSKHESRKEKRKKSNRHESSRSEERRSHKIPKLEPEGQNRPNERVDTAPEKPREEPVLKEAIPVQPILSSVPTTETSTGVKFQVGDLVWSKVGTYPWWPCMVSSDPQLEVHSKI.... Result: 1 (interaction).